The task is: Binary Classification. Given a T-cell receptor sequence (or CDR3 region) and an epitope sequence, predict whether binding occurs between them.. This data is from TCR-epitope binding with 47,182 pairs between 192 epitopes and 23,139 TCRs. (1) The epitope is KPLEFGATSAAL. The TCR CDR3 sequence is CASSSSSGSGETQYF. Result: 1 (the TCR binds to the epitope). (2) The epitope is ILHCANFNV. The TCR CDR3 sequence is CASSQWGLAGEDTQYF. Result: 0 (the TCR does not bind to the epitope). (3) The epitope is KLFIRQEEV. The TCR CDR3 sequence is CASSSTRNGEQFF. Result: 0 (the TCR does not bind to the epitope).